The task is: Predict which catalyst facilitates the given reaction.. This data is from Catalyst prediction with 721,799 reactions and 888 catalyst types from USPTO. (1) Reactant: C1(C2OC(C)=C(COC3C=CC(CO[C:20]4[C:24]([CH:25]=O)=[CH:23][N:22]([C:27]5[CH:32]=[CH:31][CH:30]=[CH:29][CH:28]=5)[N:21]=4)=CC=3)N=2)C=CC=CC=1.Cl.NO.[N:39]1C=CC=CC=1.C(O)C. Product: [C:27]1([N:22]2[CH:23]=[C:24]([C:25]#[N:39])[CH:20]=[N:21]2)[CH:32]=[CH:31][CH:30]=[CH:29][CH:28]=1. The catalyst class is: 6. (2) Reactant: O=C1CCC(=O)N1[O:8][C:9](=O)[CH2:10][CH2:11][CH:12]([NH:20][C:21]([CH:23]1[CH2:28][CH2:27][CH:26]([CH2:29][NH:30][C:31](=[O:57])[CH2:32][CH2:33][CH2:34][CH2:35][CH2:36][CH2:37][CH2:38][CH2:39][CH2:40][CH2:41][CH2:42][CH2:43][CH2:44][CH2:45][CH2:46][CH2:47][CH2:48][CH2:49][C:50]([O:52][C:53]([CH3:56])([CH3:55])[CH3:54])=[O:51])[CH2:25][CH2:24]1)=[O:22])[C:13]([O:15][C:16]([CH3:19])([CH3:18])[CH3:17])=[O:14].[NH2:59][C@H:60]([C:66]([O:68][C:69]([CH3:72])([CH3:71])[CH3:70])=[O:67])[CH2:61][CH2:62][C:63](=[O:65])[OH:64]. Product: [C:69]([O:68][C:66](=[O:67])[CH:60]([NH:59][C:9](=[O:8])[CH2:10][CH2:11][CH:12]([C:13]([O:15][C:16]([CH3:19])([CH3:18])[CH3:17])=[O:14])[NH:20][C:21]([CH:23]1[CH2:24][CH2:25][CH:26]([CH2:29][NH:30][C:31](=[O:57])[CH2:32][CH2:33][CH2:34][CH2:35][CH2:36][CH2:37][CH2:38][CH2:39][CH2:40][CH2:41][CH2:42][CH2:43][CH2:44][CH2:45][CH2:46][CH2:47][CH2:48][CH2:49][C:50]([O:52][C:53]([CH3:54])([CH3:55])[CH3:56])=[O:51])[CH2:27][CH2:28]1)=[O:22])[CH2:61][CH2:62][C:63]([OH:64])=[O:65])([CH3:72])([CH3:71])[CH3:70]. The catalyst class is: 20. (3) Reactant: [Cl:1][C:2]1[C:9]([F:10])=[CH:8][CH:7]=[C:6]([F:11])[C:3]=1[CH2:4][NH2:5].[NH2:12][C:13](N)=[O:14].Cl. Product: [Cl:1][C:2]1[C:9]([F:10])=[CH:8][CH:7]=[C:6]([F:11])[C:3]=1[CH2:4][NH:5][C:13]([NH2:12])=[O:14]. The catalyst class is: 6. (4) Reactant: [NH2:1][C:2]1[C:12]([I:13])=[CH:11][C:5]([C:6]([O:8][CH2:9][CH3:10])=[O:7])=[C:4]([S:14][CH3:15])[CH:3]=1.CCN(CC)CC.[CH3:23][S:24](Cl)(=[O:26])=[O:25].Cl. Product: [I:13][C:12]1[C:2]([N:1]([S:24]([CH3:23])(=[O:26])=[O:25])[S:24]([CH3:23])(=[O:26])=[O:25])=[CH:3][C:4]([S:14][CH3:15])=[C:5]([CH:11]=1)[C:6]([O:8][CH2:9][CH3:10])=[O:7]. The catalyst class is: 2. (5) Product: [CH3:1][O:2][CH2:3][CH2:4][CH2:5][C:6]1[O:23][C:10]([C:11]2[CH:16]=[CH:15][C:14]([C:17]3[CH:18]=[CH:19][CH:20]=[CH:21][CH:22]=3)=[N:13][CH:12]=2)=[N:9][N:8]=1. Reactant: [CH3:1][O:2][CH2:3][CH2:4][CH2:5][C:6]([NH:8][NH:9][C:10](=[O:23])[C:11]1[CH:16]=[CH:15][C:14]([C:17]2[CH:22]=[CH:21][CH:20]=[CH:19][CH:18]=2)=[N:13][CH:12]=1)=O. The catalyst class is: 286. (6) Reactant: [ClH:1].C1C=C[C:5]2N(O)N=[N:8][C:6]=2C=1.CCN(C(C)C)C(C)C.[N:21]1[CH:26]=C[C:24]([N:27]2[CH2:32]CC3(CCNCC3)C[CH2:28]2)=[CH:23][CH:22]=1. Product: [CH3:5][CH2:6][N:8]=[C:26]=[N:21][CH2:22][CH2:23][CH2:24][N:27]([CH3:28])[CH3:32].[ClH:1]. The catalyst class is: 2. (7) Reactant: Br[C:2]1[CH:18]=[CH:17][C:5]([O:6][CH:7]([CH3:16])[CH2:8][NH:9][S:10]([CH:13]([CH3:15])[CH3:14])(=[O:12])=[O:11])=[CH:4][CH:3]=1.[C:19]([O-])(=O)[CH3:20].[K+].CN(C)[CH:26]=[O:27].[C:29](=[O:32])([O-])[O-].[Na+].[Na+]. Product: [CH3:16][CH:7]([O:6][C:5]1[CH:17]=[CH:18][C:2]([C:20]2[CH:19]=[CH:4][C:3]([C:29]([O:27][CH3:26])=[O:32])=[CH:2][CH:18]=2)=[CH:3][CH:4]=1)[CH2:8][NH:9][S:10]([CH:13]([CH3:15])[CH3:14])(=[O:12])=[O:11]. The catalyst class is: 27. (8) Reactant: [C:1]1([C:7]2[N:11]=[C:10]([N:12]3[CH2:17][CH2:16][NH:15][CH2:14][CH2:13]3)[S:9][N:8]=2)[CH:6]=[CH:5][CH:4]=[CH:3][CH:2]=1.C(N(CC)CC)C.[CH:25]1[C:30]([Cl:31])=[N:29][C:28]([Cl:32])=[CH:27][C:26]=1[N:33]=[C:34]=[O:35]. Product: [Cl:32][C:28]1[CH:27]=[C:26]([NH:33][C:34]([N:15]2[CH2:16][CH2:17][N:12]([C:10]3[S:9][N:8]=[C:7]([C:1]4[CH:2]=[CH:3][CH:4]=[CH:5][CH:6]=4)[N:11]=3)[CH2:13][CH2:14]2)=[O:35])[CH:25]=[C:30]([Cl:31])[N:29]=1. The catalyst class is: 7. (9) Product: [Cl:23][C:17](=[O:19])[CH2:16][C@@H:12]1[CH2:13][CH2:14][CH2:15][N:11]1[C:9]([O:8][CH2:1][C:2]1[CH:7]=[CH:6][CH:5]=[CH:4][CH:3]=1)=[O:10]. Reactant: [CH2:1]([O:8][C:9]([N:11]1[CH2:15][CH2:14][CH2:13][C@H:12]1[CH2:16][C:17]([OH:19])=O)=[O:10])[C:2]1[CH:7]=[CH:6][CH:5]=[CH:4][CH:3]=1.C(Cl)(=O)C([Cl:23])=O. The catalyst class is: 174. (10) Reactant: CC(C)([O-])C.[K+].[CH3:7][O:8][CH2:9][C@H:10]1[CH2:14][CH2:13][CH2:12][N:11]1[S:15]([C:18]1[CH:19]=[C:20]2[C:24](=[CH:25][CH:26]=1)[NH:23][C:22](=[O:27])[C:21]12OCCC[O:28]1)(=[O:17])=[O:16].ClCC(C)(C)C#N.O. Product: [CH3:7][O:8][CH2:9][C@H:10]1[CH2:14][CH2:13][CH2:12][N:11]1[S:15]([C:18]1[CH:19]=[C:20]2[C:24](=[CH:25][CH:26]=1)[NH:23][C:22](=[O:27])[C:21]2=[O:28])(=[O:17])=[O:16]. The catalyst class is: 16.